From a dataset of Reaction yield outcomes from USPTO patents with 853,638 reactions. Predict the reaction yield, written as a fraction of the theoretical maximum amount of product (1.0 means a 100% yield; for example, 0.34 means a 34% yield). (1) The yield is 0.600. The product is [C:1]([CH2:3][C:4]([NH:6][CH:7]([C:11]1[CH:12]=[CH:13][C:14]([O:17][CH2:18][CH2:19][N:20]2[CH2:23][CH2:24][CH2:22][CH2:21]2)=[CH:15][CH:16]=1)[CH2:8][CH2:9][CH3:10])=[O:5])#[N:2]. The reactants are [C:1]([CH2:3][C:4]([NH:6][CH:7]([C:11]1[CH:16]=[CH:15][C:14]([O:17][CH2:18][CH2:19][N:20]([CH2:23][CH3:24])[CH2:21][CH3:22])=[CH:13][CH:12]=1)[CH2:8][CH2:9][CH3:10])=[O:5])#[N:2].N1(CCOC2C=CC(C(N)CCC)=CC=2)CCCC1. No catalyst specified. (2) The reactants are [CH2:1]([N:8]([C@@H:16]1[CH2:21][CH2:20][C@H:19]([CH2:22][OH:23])[CH2:18][CH2:17]1)[CH2:9][C:10]1[CH:15]=[CH:14][CH:13]=[CH:12][CH:11]=1)[C:2]1[CH:7]=[CH:6][CH:5]=[CH:4][CH:3]=1.Cl.ClCC[N:28]1[CH2:33][CH2:32][CH2:31][CH2:30][CH2:29]1.[H-].[K+].O1CCO[CH2:38][CH2:37]1. No catalyst specified. The product is [CH2:9]([N:8]([CH2:1][C:2]1[CH:3]=[CH:4][CH:5]=[CH:6][CH:7]=1)[C@H:16]1[CH2:21][CH2:20][C@@H:19]([CH2:22][O:23][CH2:37][CH2:38][CH:33]2[CH2:32][CH2:31][CH2:30][CH2:29][NH:28]2)[CH2:18][CH2:17]1)[C:10]1[CH:15]=[CH:14][CH:13]=[CH:12][CH:11]=1. The yield is 0.720.